Dataset: Forward reaction prediction with 1.9M reactions from USPTO patents (1976-2016). Task: Predict the product of the given reaction. (1) Given the reactants [C:1]([O:5][C:6]([N:8]1[CH2:20][C@@H:19]([CH3:21])[N:18]2[C@H:10]([CH2:11][C:12]3[C:17]2=[N:16][C:15]([CH3:22])=[C:14]([CH2:23][OH:24])[CH:13]=3)[CH2:9]1)=[O:7])([CH3:4])([CH3:3])[CH3:2].[H-].[Na+].[CH3:27]I, predict the reaction product. The product is: [C:1]([O:5][C:6]([N:8]1[CH2:20][C@@H:19]([CH3:21])[N:18]2[C@H:10]([CH2:11][C:12]3[C:17]2=[N:16][C:15]([CH3:22])=[C:14]([CH2:23][O:24][CH3:27])[CH:13]=3)[CH2:9]1)=[O:7])([CH3:2])([CH3:3])[CH3:4]. (2) Given the reactants O[CH2:2][C:3]1[N:8]=[CH:7]C(C([O-])=O)=[CH:5][CH:4]=1.[K+].CN(C=O)C.[C:18](Cl)(=O)[C:19]([Cl:21])=[O:20].C(Cl)[Cl:25], predict the reaction product. The product is: [ClH:21].[Cl:25][CH2:2][C:3]1[N:8]=[CH:7][C:18]([C:19]([Cl:21])=[O:20])=[CH:5][CH:4]=1. (3) Given the reactants [CH2:1]([O:3][CH:4]([O:8][CH2:9][CH3:10])[CH2:5][CH2:6][NH2:7])[CH3:2].[F:11][C:12]([F:19])([F:18])[C:13](OCC)=[O:14], predict the reaction product. The product is: [CH2:1]([O:3][CH:4]([O:8][CH2:9][CH3:10])[CH2:5][CH2:6][NH:7][C:13](=[O:14])[C:12]([F:19])([F:18])[F:11])[CH3:2].